From a dataset of NCI-60 drug combinations with 297,098 pairs across 59 cell lines. Regression. Given two drug SMILES strings and cell line genomic features, predict the synergy score measuring deviation from expected non-interaction effect. Drug 1: CC(C1=C(C=CC(=C1Cl)F)Cl)OC2=C(N=CC(=C2)C3=CN(N=C3)C4CCNCC4)N. Drug 2: C1CCN(CC1)CCOC2=CC=C(C=C2)C(=O)C3=C(SC4=C3C=CC(=C4)O)C5=CC=C(C=C5)O. Cell line: SF-539. Synergy scores: CSS=7.88, Synergy_ZIP=-0.282, Synergy_Bliss=4.00, Synergy_Loewe=4.43, Synergy_HSA=4.27.